Dataset: Full USPTO retrosynthesis dataset with 1.9M reactions from patents (1976-2016). Task: Predict the reactants needed to synthesize the given product. (1) Given the product [Cl:1][C:2]1[CH:3]=[C:4]([C@@H:8]2[C@@H:13]([C:14]3[CH:15]=[CH:16][C:17]([Cl:20])=[CH:18][CH:19]=3)[N:12]([CH2:27][CH:24]3[CH2:26][CH2:25]3)[C:11](=[O:21])[CH2:10][CH2:9]2)[CH:5]=[CH:6][CH:7]=1, predict the reactants needed to synthesize it. The reactants are: [Cl:1][C:2]1[CH:3]=[C:4]([C@@H:8]2[C@@H:13]([C:14]3[CH:19]=[CH:18][C:17]([Cl:20])=[CH:16][CH:15]=3)[NH:12][C:11](=[O:21])[CH2:10][CH2:9]2)[CH:5]=[CH:6][CH:7]=1.[H-].[Na+].[CH:24]1([CH2:27]Br)[CH2:26][CH2:25]1. (2) The reactants are: [F:1][C:2]1[CH:7]=[CH:6][C:5]([C:8]2[N:9]=[C:10](SC)[N:11]=[N:12][CH:13]=2)=[CH:4][C:3]=1[C:16]1[C:21]([F:22])=[CH:20][CH:19]=[CH:18][N:17]=1.[F:23][C:24]1[C:25]([Sn](CCCC)(CCCC)CCCC)=[N:26][CH:27]=[C:28]([F:30])[CH:29]=1. Given the product [F:23][C:24]1[C:25]([C:10]2[N:11]=[N:12][CH:13]=[C:8]([C:5]3[CH:6]=[CH:7][C:2]([F:1])=[C:3]([C:16]4[C:21]([F:22])=[CH:20][CH:19]=[CH:18][N:17]=4)[CH:4]=3)[N:9]=2)=[N:26][CH:27]=[C:28]([F:30])[CH:29]=1, predict the reactants needed to synthesize it. (3) Given the product [C:26]([O:30][C:31]([NH:33][C:34]1[O:42][C:41]2[C:36](=[N:37][CH:38]=[C:39]([CH2:43][N:44]3[CH2:48][CH2:47][CH:46]([O:49][CH3:50])[CH2:45]3)[CH:40]=2)[C:35]=1[C:51]([NH:1][C:2]1[CH:3]=[N:4][CH:5]=[CH:6][C:7]=1[N:8]1[CH2:13][C@H:12]([C:14]([F:16])([F:15])[F:17])[CH2:11][C@H:10]([NH:18][C:19](=[O:25])[O:20][C:21]([CH3:22])([CH3:24])[CH3:23])[CH2:9]1)=[O:52])=[O:32])([CH3:29])([CH3:27])[CH3:28], predict the reactants needed to synthesize it. The reactants are: [NH2:1][C:2]1[CH:3]=[N:4][CH:5]=[CH:6][C:7]=1[N:8]1[CH2:13][C@H:12]([C:14]([F:17])([F:16])[F:15])[CH2:11][C@H:10]([NH:18][C:19](=[O:25])[O:20][C:21]([CH3:24])([CH3:23])[CH3:22])[CH2:9]1.[C:26]([O:30][C:31]([NH:33][C:34]1[O:42][C:41]2[C:36](=[N:37][CH:38]=[C:39]([CH2:43][N:44]3[CH2:48][CH2:47][CH:46]([O:49][CH3:50])[CH2:45]3)[CH:40]=2)[C:35]=1[C:51](O)=[O:52])=[O:32])([CH3:29])([CH3:28])[CH3:27].CCN(C(C)C)C(C)C.CN(C(ON1N=NC2C=CC=NC1=2)=[N+](C)C)C.F[P-](F)(F)(F)(F)F. (4) Given the product [Cl:27][CH2:28][C:29]([NH:13][CH:10]1[CH2:9][CH2:8][N:7]([CH2:6][C:5]2[CH:14]=[CH:15][C:16]([Cl:17])=[C:3]([Cl:2])[CH:4]=2)[CH2:12][CH2:11]1)=[O:30], predict the reactants needed to synthesize it. The reactants are: Cl.[Cl:2][C:3]1[CH:4]=[C:5]([CH:14]=[CH:15][C:16]=1[Cl:17])[CH2:6][N:7]1[CH2:12][CH2:11][CH:10]([NH2:13])[CH2:9][CH2:8]1.C(N(CC)C(C)C)(C)C.[Cl:27][CH2:28][C:29](Cl)=[O:30]. (5) Given the product [C:1]([C:3]1[CH:4]=[CH:5][C:6]([N:9]2[CH2:10][CH2:11][CH:12]([C:15]([N:20]3[CH2:21][C@@H:22]([CH3:25])[NH:23][CH2:24][C@@H:19]3[CH3:18])=[O:17])[CH2:13][CH2:14]2)=[CH:7][CH:8]=1)#[N:2], predict the reactants needed to synthesize it. The reactants are: [C:1]([C:3]1[CH:8]=[CH:7][C:6]([N:9]2[CH2:14][CH2:13][CH:12]([C:15]([OH:17])=O)[CH2:11][CH2:10]2)=[CH:5][CH:4]=1)#[N:2].[CH3:18][C@H:19]1[CH2:24][NH:23][C@H:22]([CH3:25])[CH2:21][NH:20]1. (6) Given the product [Cl:15][C:16]1[CH:22]=[C:21]([Cl:23])[CH:20]=[CH:19][C:17]=1[NH:18][C:4]1[CH2:5][CH2:6][N:1]([N:9]2[CH2:14][CH2:13][CH2:12][CH2:11][CH2:10]2)[C:2](=[O:8])[CH:3]=1, predict the reactants needed to synthesize it. The reactants are: [N:1]1([N:9]2[CH2:14][CH2:13][CH2:12][CH2:11][CH2:10]2)[CH2:6][CH2:5][C:4](=O)[CH2:3][C:2]1=[O:8].[Cl:15][C:16]1[CH:22]=[C:21]([Cl:23])[CH:20]=[CH:19][C:17]=1[NH2:18].O.